Dataset: Reaction yield outcomes from USPTO patents with 853,638 reactions. Task: Predict the reaction yield, written as a fraction of the theoretical maximum amount of product (1.0 means a 100% yield; for example, 0.34 means a 34% yield). The reactants are C([O:4][C:5](=[O:28])[CH2:6][C:7]1([CH2:13][NH:14][C:15]([O:17][CH:18]2[C:26]3[C:21](=[CH:22][CH:23]=[CH:24][CH:25]=3)[C:20](=[O:27])[O:19]2)=[O:16])[CH2:12][CH2:11][CH2:10][CH2:9][CH2:8]1)C=C.C(O)=O. The catalyst is O1CCCC1.[Pd].C1(P(C2C=CC=CC=2)C2C=CC=CC=2)C=CC=CC=1.C1(P(C2C=CC=CC=2)C2C=CC=CC=2)C=CC=CC=1.C1(P(C2C=CC=CC=2)C2C=CC=CC=2)C=CC=CC=1.C1(P(C2C=CC=CC=2)C2C=CC=CC=2)C=CC=CC=1. The product is [O:27]=[C:20]1[C:21]2[C:26](=[CH:25][CH:24]=[CH:23][CH:22]=2)[CH:18]([O:17][C:15]([NH:14][CH2:13][C:7]2([CH2:6][C:5]([OH:28])=[O:4])[CH2:12][CH2:11][CH2:10][CH2:9][CH2:8]2)=[O:16])[O:19]1. The yield is 0.740.